Predict the reaction yield, written as a fraction of the theoretical maximum amount of product (1.0 means a 100% yield; for example, 0.34 means a 34% yield). From a dataset of Reaction yield outcomes from USPTO patents with 853,638 reactions. (1) The reactants are [C:1]([C:5]1[S:9][C:8]2[CH:10]=[C:11]([F:14])[CH:12]=[CH:13][C:7]=2[C:6]=1[NH2:15])([O:3]C)=[O:2].[OH-].[Na+].C(O)(C)C. The catalyst is O. The product is [NH2:15][C:6]1[C:7]2[CH:13]=[CH:12][C:11]([F:14])=[CH:10][C:8]=2[S:9][C:5]=1[C:1]([OH:3])=[O:2]. The yield is 0.947. (2) The reactants are [CH3:1][O:2][C:3](=[O:37])[C@@H:4]([NH:14][C:15]([C:17]1[C:18]([CH3:36])=[N:19][C:20]([NH:24][CH2:25][CH2:26][CH2:27][C:28]2[CH:33]=[CH:32][CH:31]=[C:30]([OH:34])[C:29]=2[F:35])=[N:21][C:22]=1[CH3:23])=[O:16])[CH2:5][NH:6][C:7](OC(C)(C)C)=[O:8].[C:38](O)([C:40](F)(F)F)=O.C(Cl)Cl.C(N(CC)CC)C.[S:55]1[CH:59]=CC=[C:56]1C(O)=O.CN(C(ON1N=NC2C=CC=CC1=2)=[N+](C)C)C.F[P-](F)(F)(F)(F)F.C1C=CC2N(O)N=NC=2C=1. No catalyst specified. The product is [CH3:1][O:2][C:3](=[O:37])[C@@H:4]([NH:14][C:15]([C:17]1[C:22]([CH3:23])=[N:21][C:20]([NH:24][CH2:25][CH2:26][CH2:27][C:28]2[CH:33]=[CH:32][CH:31]=[C:30]([OH:34])[C:29]=2[F:35])=[N:19][C:18]=1[CH3:36])=[O:16])[CH2:5][NH:6][C:7]([C:56]1[S:55][CH:59]=[CH:38][CH:40]=1)=[O:8]. The yield is 0.490. (3) The reactants are Br[C:2]1[C:3]([NH:9][C:10]2[CH:15]=[C:14]([Cl:16])[CH:13]=[CH:12][C:11]=2[O:17][CH2:18][CH:19]2[CH2:24][CH2:23][N:22]([CH3:25])[CH2:21][CH2:20]2)=[N:4][CH:5]=[C:6]([CH3:8])[CH:7]=1.C1CCN2C(=NCCC2)CC1. The catalyst is CC([O-])=O.CC([O-])=O.[Pd+2].CN(C=O)C. The product is [Cl:16][C:14]1[CH:13]=[CH:12][C:11]([O:17][CH2:18][CH:19]2[CH2:24][CH2:23][N:22]([CH3:25])[CH2:21][CH2:20]2)=[C:10]2[C:15]=1[C:2]1[CH:7]=[C:6]([CH3:8])[CH:5]=[N:4][C:3]=1[NH:9]2. The yield is 0.650.